The task is: Predict the reactants needed to synthesize the given product.. This data is from Full USPTO retrosynthesis dataset with 1.9M reactions from patents (1976-2016). (1) Given the product [F:1][C:2]1[C:3]([C:10]([F:13])([F:12])[F:11])=[N:4][CH:5]=[CH:6][C:7]=1[CH:8]=[N:15][OH:16], predict the reactants needed to synthesize it. The reactants are: [F:1][C:2]1[C:3]([C:10]([F:13])([F:12])[F:11])=[N:4][CH:5]=[CH:6][C:7]=1[CH:8]=O.Cl.[NH2:15][OH:16].C([O-])(=O)C.[NH4+]. (2) The reactants are: CC(C[AlH]CC(C)C)C.C1(C)C=CC=CC=1.C([O:19][C:20](=O)[CH:21]=[C:22]([C:30]1[CH:35]=[CH:34][C:33]([Br:36])=[CH:32][CH:31]=1)[C:23]1[CH:28]=[CH:27][C:26]([Br:29])=[CH:25][CH:24]=1)C.Cl. Given the product [Br:29][C:26]1[CH:27]=[CH:28][C:23]([C:22]([C:30]2[CH:31]=[CH:32][C:33]([Br:36])=[CH:34][CH:35]=2)=[CH:21][CH2:20][OH:19])=[CH:24][CH:25]=1, predict the reactants needed to synthesize it.